Dataset: Forward reaction prediction with 1.9M reactions from USPTO patents (1976-2016). Task: Predict the product of the given reaction. (1) Given the reactants C([N:3]=[S:4]([C:6]1[C:7]([O:25][CH3:26])=[C:8]([CH:18]=[CH:19][C:20]=1[C:21]([F:24])([F:23])[F:22])[C:9]([NH:11][C:12]1[N:16]([CH3:17])[N:15]=[N:14][N:13]=1)=[O:10])[CH3:5])#N.[F:34][C:33]([F:36])([F:35])[C:32](O[C:32](=[O:37])[C:33]([F:36])([F:35])[F:34])=[O:37].[OH2:40], predict the reaction product. The product is: [CH3:26][O:25][C:7]1[C:6]([S:4]([CH3:5])(=[N:3][C:32](=[O:37])[C:33]([F:34])([F:35])[F:36])=[O:40])=[C:20]([C:21]([F:24])([F:23])[F:22])[CH:19]=[CH:18][C:8]=1[C:9]([NH:11][C:12]1[N:16]([CH3:17])[N:15]=[N:14][N:13]=1)=[O:10]. (2) Given the reactants [Cl:1][C:2]1[CH:30]=[CH:29][C:5]2[NH:6][C:7]([CH:9]([NH:11][C:12](=[O:28])[C:13]3[CH:18]=[CH:17][C:16]([C:19]([N:21]4[CH2:25][CH2:24][CH2:23][CH2:22]4)=[O:20])=[C:15]([C:26]#[CH:27])[CH:14]=3)[CH3:10])=[N:8][C:4]=2[CH:3]=1.[H][H], predict the reaction product. The product is: [Cl:1][C:2]1[CH:30]=[CH:29][C:5]2[NH:6][C:7]([CH:9]([NH:11][C:12](=[O:28])[C:13]3[CH:18]=[CH:17][C:16]([C:19]([N:21]4[CH2:22][CH2:23][CH2:24][CH2:25]4)=[O:20])=[C:15]([CH2:26][CH3:27])[CH:14]=3)[CH3:10])=[N:8][C:4]=2[CH:3]=1. (3) Given the reactants Cl[C:2]1[CH:3]=[N:4][CH:5]=[C:6](Cl)[C:7]=1[CH2:8][C:9]([C:11]1[C:12]2[N:13]([N:19]=[C:20]([C:22]#[N:23])[CH:21]=2)[C:14]([O:17][CH3:18])=[CH:15][CH:16]=1)=[O:10].C(N(CC)CC)C.C(=O)([O-])O.[Na+].C(OCC)(=O)C, predict the reaction product. The product is: [CH3:18][O:17][C:14]1[N:13]2[N:19]=[C:20]([C:22]#[N:23])[CH:21]=[C:12]2[C:11]([C:9](=[O:10])[CH2:8][C:7]2[CH:2]=[CH:3][N:4]=[CH:5][CH:6]=2)=[CH:16][CH:15]=1. (4) Given the reactants C(OC(=O)CN1C2C=CC=CC=2N(CC2N(CCC(C)C)C3C=CC(C(=N)N)=CC=3N=2)C1=O)(C)(C)C.O[NH:38][C:39]([C:41]1[CH:68]=[CH:67][C:44]2[N:45]([CH2:48][C:49]3[N:53]([CH2:54][CH2:55][CH:56]([CH3:58])[CH3:57])[C:52]4[CH:59]=[CH:60][C:61]([C:63](=[NH:66])[NH:64]O)=[CH:62][C:51]=4[N:50]=3)[N:46]=[N:47][C:43]=2[CH:42]=1)=[NH:40], predict the reaction product. The product is: [C:63]([C:61]1[CH:60]=[CH:59][C:52]2[N:53]([CH2:54][CH2:55][CH:56]([CH3:57])[CH3:58])[C:49]([CH2:48][N:45]3[C:44]4[CH:67]=[CH:68][C:41]([C:39]([NH2:40])=[NH:38])=[CH:42][C:43]=4[N:47]=[N:46]3)=[N:50][C:51]=2[CH:62]=1)(=[NH:64])[NH2:66]. (5) Given the reactants [CH3:1][O:2][C:3]1[CH:8]=[CH:7][C:6]([CH2:9][CH:10]([C:12]2([CH3:15])[CH2:14][CH2:13]2)[NH2:11])=[CH:5][C:4]=1[O:16][CH2:17][CH2:18][CH2:19][O:20][CH3:21].[CH:22](O)=[O:23], predict the reaction product. The product is: [CH3:1][O:2][C:3]1[CH:8]=[CH:7][C:6]([CH2:9][CH:10]([NH:11][CH:22]=[O:23])[C:12]2([CH3:15])[CH2:13][CH2:14]2)=[CH:5][C:4]=1[O:16][CH2:17][CH2:18][CH2:19][O:20][CH3:21].